From a dataset of Full USPTO retrosynthesis dataset with 1.9M reactions from patents (1976-2016). Predict the reactants needed to synthesize the given product. (1) Given the product [NH3:4].[C:8]([O:12][C:13](=[O:43])[C@H:14]([CH2:31][CH2:32][CH2:33][CH2:34][NH:35][C:36]([O:38][C:39]([CH3:42])([CH3:41])[CH3:40])=[O:37])[NH:15][S:16]([C:19]1[CH:28]=[C:27]2[C:22]([C:23]([Cl:30])=[CH:24][N:25]=[C:26]2[NH:6][C:5]([NH2:7])=[NH:4])=[CH:21][CH:20]=1)(=[O:18])=[O:17])([CH3:11])([CH3:10])[CH3:9], predict the reactants needed to synthesize it. The reactants are: [H-].[Na+].Cl.[NH2:4][C:5]([NH2:7])=[NH:6].[C:8]([O:12][C:13](=[O:43])[C@H:14]([CH2:31][CH2:32][CH2:33][CH2:34][NH:35][C:36]([O:38][C:39]([CH3:42])([CH3:41])[CH3:40])=[O:37])[NH:15][S:16]([C:19]1[CH:28]=[C:27]2[C:22]([C:23]([Cl:30])=[CH:24][N:25]=[C:26]2Cl)=[CH:21][CH:20]=1)(=[O:18])=[O:17])([CH3:11])([CH3:10])[CH3:9]. (2) Given the product [OH:21][C:22]1[CH:23]=[C:24]([CH:27]=[CH:28][C:29]=1[O:30][CH3:31])[CH2:25][N:2]1[CH2:7][CH2:6][CH:5]([C:8]2[N:13]=[C:12]([N:14]3[CH2:15][CH2:16][CH2:17][CH2:18][CH2:19]3)[N:11]=[C:10]([OH:20])[CH:9]=2)[CH2:4][CH2:3]1, predict the reactants needed to synthesize it. The reactants are: Cl.[NH:2]1[CH2:7][CH2:6][CH:5]([C:8]2[N:13]=[C:12]([N:14]3[CH2:19][CH2:18][CH2:17][CH2:16][CH2:15]3)[N:11]=[C:10]([OH:20])[CH:9]=2)[CH2:4][CH2:3]1.[OH:21][C:22]1[CH:23]=[C:24]([CH:27]=[CH:28][C:29]=1[O:30][CH3:31])[CH:25]=O.C(N(CC)CC)C.C(O[BH-](OC(=O)C)OC(=O)C)(=O)C.[Na+]. (3) Given the product [CH2:15]([O:14][CH2:13][CH2:12][N:11]1[C:6]2[C:5](=[CH:10][CH:9]=[CH:8][CH:7]=2)[C:4]([OH:22])=[C:18]([C:19]#[N:20])[C:17]1=[O:21])[CH3:16], predict the reactants needed to synthesize it. The reactants are: C(O[C:4](=[O:22])[C:5]1[CH:10]=[CH:9][CH:8]=[CH:7][C:6]=1[N:11]([C:17](=[O:21])[CH2:18][C:19]#[N:20])[CH2:12][CH2:13][O:14][CH2:15][CH3:16])C.C(=O)([O-])[O-].[K+].[K+]. (4) Given the product [CH3:5][C:3]1[O:4][N:25]=[C:19]([C:20]([O:22][CH2:23][CH3:24])=[O:21])[C:2]=1[C:1]([O:7][C:8]([CH3:11])([CH3:10])[CH3:9])=[O:6], predict the reactants needed to synthesize it. The reactants are: [C:1]([O:7][C:8]([CH3:11])([CH3:10])[CH3:9])(=[O:6])[CH2:2][C:3]([CH3:5])=[O:4].CC(C)([O-])C.[K+].Cl[C:19](=[N:25]O)[C:20]([O:22][CH2:23][CH3:24])=[O:21]. (5) Given the product [Cl:28][C:29]1[C:38]2[C:33](=[CH:34][C:35]([S:39]([N:6]([CH2:5][C:4]3[CH:12]=[CH:13][C:14]([O:16][CH3:17])=[CH:15][C:3]=3[O:2][CH3:1])[C:7]3[S:8][CH:9]=[CH:10][N:11]=3)(=[O:41])=[O:40])=[CH:36][CH:37]=2)[CH:32]=[CH:31][N:30]=1, predict the reactants needed to synthesize it. The reactants are: [CH3:1][O:2][C:3]1[CH:15]=[C:14]([O:16][CH3:17])[CH:13]=[CH:12][C:4]=1[CH2:5][NH:6][C:7]1[S:8][CH:9]=[CH:10][N:11]=1.C[Si]([N-][Si](C)(C)C)(C)C.[Li+].[Cl:28][C:29]1[C:38]2[C:33](=[CH:34][C:35]([S:39](Cl)(=[O:41])=[O:40])=[CH:36][CH:37]=2)[CH:32]=[CH:31][N:30]=1. (6) Given the product [F:1][C:2]1[CH:3]=[C:4]([C:10]2[C:14]([C:15]3[CH:20]=[CH:19][CH:18]=[CH:17][CH:16]=3)=[CH:13][S:12][C:11]=2[C:21]([O:23][CH3:24])=[O:22])[CH:5]=[CH:6][C:7]=1[S:8]([CH3:9])=[O:35], predict the reactants needed to synthesize it. The reactants are: [F:1][C:2]1[CH:3]=[C:4]([C:10]2[C:14]([C:15]3[CH:20]=[CH:19][CH:18]=[CH:17][CH:16]=3)=[CH:13][S:12][C:11]=2[C:21]([O:23][CH3:24])=[O:22])[CH:5]=[CH:6][C:7]=1[S:8][CH3:9].O.O.O.O.O.O.C(O[O-])(=O)C1C(=CC=CC=1)C([O-])=[O:35].[Mg+2].C1C=C(C([O-])=O)C(C(O[O-])=O)=CC=1.[Mg+2].